This data is from Full USPTO retrosynthesis dataset with 1.9M reactions from patents (1976-2016). The task is: Predict the reactants needed to synthesize the given product. (1) Given the product [CH3:1][C:2]1[CH:7]=[CH:6][C:5]([N:8]2[CH2:9][CH2:10][N:11]([C:14]([O:16][CH2:17][CH:18]3[CH2:23][CH2:22][N:21]([CH3:24])[CH2:20][CH2:19]3)=[O:15])[CH2:12][CH2:13]2)=[CH:4][CH:3]=1, predict the reactants needed to synthesize it. The reactants are: [CH3:1][C:2]1[CH:7]=[CH:6][C:5]([N:8]2[CH2:13][CH2:12][N:11]([C:14]([O:16][CH2:17][CH:18]3[CH2:23][CH2:22][NH:21][CH2:20][CH2:19]3)=[O:15])[CH2:10][CH2:9]2)=[CH:4][CH:3]=1.[CH2:24]=O.O. (2) Given the product [Br:1][C:2]1[CH:8]=[C:7]([C:9]([F:12])([F:11])[F:10])[CH:6]=[C:5]([C:15]#[C:14][Si:16]([CH3:19])([CH3:18])[CH3:17])[C:3]=1[NH2:4], predict the reactants needed to synthesize it. The reactants are: [Br:1][C:2]1[CH:8]=[C:7]([C:9]([F:12])([F:11])[F:10])[CH:6]=[C:5](I)[C:3]=1[NH2:4].[C:14]([Si:16]([CH3:19])([CH3:18])[CH3:17])#[CH:15]. (3) Given the product [ClH:1].[Cl:22][C:5]1[C:6]([NH:8][C:9]2[CH:14]=[CH:13][C:12]([O:15][CH3:16])=[CH:11][C:10]=2[NH:17][S:18]([CH3:21])(=[O:20])=[O:19])=[N:7][C:2]([NH:26][C:25]2[CH:27]=[CH:28][CH:29]=[CH:30][C:24]=2[CH3:23])=[N:3][CH:4]=1, predict the reactants needed to synthesize it. The reactants are: [Cl:1][C:2]1[N:7]=[C:6]([NH:8][C:9]2[CH:14]=[CH:13][C:12]([O:15][CH3:16])=[CH:11][C:10]=2[NH:17][S:18]([CH3:21])(=[O:20])=[O:19])[C:5]([Cl:22])=[CH:4][N:3]=1.[CH3:23][C:24]1[CH:30]=[CH:29][CH:28]=[CH:27][C:25]=1[NH2:26]. (4) The reactants are: [Cl:1][C:2]1[CH:7]=[CH:6][C:5]([C:8]2[C:13]([O:14][CH2:15][C:16]([F:19])([F:18])[F:17])=[CH:12][N:11]=[C:10]([C:20](O)=[O:21])[CH:9]=2)=[CH:4][CH:3]=1.[CH3:23][CH:24]([C:26]1[O:30][N:29]=[C:28]([CH2:31][NH2:32])[N:27]=1)[CH3:25]. Given the product [Cl:1][C:2]1[CH:3]=[CH:4][C:5]([C:8]2[C:13]([O:14][CH2:15][C:16]([F:18])([F:17])[F:19])=[CH:12][N:11]=[C:10]([C:20]([NH:32][CH2:31][C:28]3[N:27]=[C:26]([CH:24]([CH3:25])[CH3:23])[O:30][N:29]=3)=[O:21])[CH:9]=2)=[CH:6][CH:7]=1, predict the reactants needed to synthesize it.